Predict the product of the given reaction. From a dataset of Forward reaction prediction with 1.9M reactions from USPTO patents (1976-2016). (1) Given the reactants Cl[C:2]1[N:3]=[CH:4][C:5]2[CH:10]=[CH:9][N:8]([CH2:11][C:12]3[CH:21]=[CH:20][C:19]4[C:14](=[CH:15][CH:16]=[CH:17][CH:18]=4)[CH:13]=3)[C:6]=2[N:7]=1.[NH2:22][CH2:23][C:24]1[C:25]([CH3:39])=[CH:26][C:27]([NH:31]C(=O)OC(C)(C)C)=[N:28][C:29]=1[CH3:30].CC(C)([O-])C.[Na+].C1C=CC(P(C2C(C3C(P(C4C=CC=CC=4)C4C=CC=CC=4)=CC=C4C=3C=CC=C4)=C3C(C=CC=C3)=CC=2)C2C=CC=CC=2)=CC=1, predict the reaction product. The product is: [NH2:31][C:27]1[N:28]=[C:29]([CH3:30])[C:24]([CH2:23][NH:22][C:2]2[N:3]=[CH:4][C:5]3[CH:10]=[CH:9][N:8]([CH2:11][C:12]4[CH:21]=[CH:20][C:19]5[C:14](=[CH:15][CH:16]=[CH:17][CH:18]=5)[CH:13]=4)[C:6]=3[N:7]=2)=[C:25]([CH3:39])[CH:26]=1. (2) The product is: [C:1]([O:5][C:6](=[O:13])[NH:7][C@@H:8]([CH2:11][O:12][CH:23]([CH2:21][OH:22])[CH:24]=[CH2:25])[CH:9]=[CH2:10])([CH3:4])([CH3:2])[CH3:3]. Given the reactants [C:1]([O:5][C:6](=[O:13])[NH:7][C@@H:8]([CH2:11][OH:12])[CH:9]=[CH2:10])([CH3:4])([CH3:3])[CH3:2].[C@@H]1(N[C:21]([C:23]2C3C(=CC=CC=3)C=[CH:25][C:24]=2P(C2C=CC=CC=2)C2C=CC=CC=2)=[O:22])CCCC[C@H]1N[C:21]([C:23]1C2C(=CC=CC=2)C=[CH:25][C:24]=1P(C1C=CC=CC=1)C1C=CC=CC=1)=[O:22].C(B(CC)CC)C.C1COCC1.C(C1CO1)=C, predict the reaction product. (3) The product is: [CH3:1][O:2][C:3]1[C:11]2[NH:10][C:9]([C:12]3[S:13][CH:14]=[CH:15][CH:16]=3)=[N:8][C:7]=2[C:6]([C:17]([NH:20][CH2:21][CH2:22][N:23]2[CH2:28][CH2:27][N:26]([C:29]([O:31][C:32]([CH3:35])([CH3:34])[CH3:33])=[O:30])[CH2:25][CH2:24]2)=[O:19])=[CH:5][CH:4]=1. Given the reactants [CH3:1][O:2][C:3]1[C:11]2[N:10]=[C:9]([C:12]3[S:13][CH:14]=[CH:15][CH:16]=3)[NH:8][C:7]=2[C:6]([C:17]([OH:19])=O)=[CH:5][CH:4]=1.[NH2:20][CH2:21][CH2:22][N:23]1[CH2:28][CH2:27][N:26]([C:29]([O:31][C:32]([CH3:35])([CH3:34])[CH3:33])=[O:30])[CH2:25][CH2:24]1, predict the reaction product. (4) Given the reactants C[O:2][C:3]([C:5]1[CH:10]=[CH:9][N:8]2[N:11]=[CH:12][N:13]=[C:7]2[CH:6]=1)=[O:4].[Li+].[OH-].Cl, predict the reaction product. The product is: [N:13]1[CH:12]=[N:11][N:8]2[CH:9]=[CH:10][C:5]([C:3]([OH:4])=[O:2])=[CH:6][C:7]=12. (5) Given the reactants [CH3:1][O:2][C:3]1[CH:8]=[CH:7][C:6]([CH2:9][NH2:10])=[CH:5][CH:4]=1.[C:11]1(=[O:21])[C:16]2=[CH:17][N:18]=[CH:19][CH:20]=[C:15]2[CH2:14][CH2:13][O:12]1.CO.Cl, predict the reaction product. The product is: [OH:12][CH2:13][CH2:14][C:15]1[C:16]([C:11]([NH:10][CH2:9][C:6]2[CH:7]=[CH:8][C:3]([O:2][CH3:1])=[CH:4][CH:5]=2)=[O:21])=[CH:17][N:18]=[CH:19][CH:20]=1. (6) The product is: [CH:1]1([N:7]2[C:8]3[N:9]=[C:10]([NH:22][CH2:23][CH3:24])[N:11]=[C:12]([CH3:21])[C:13]=3[CH:14]=[CH:15][C:16]2=[O:17])[CH2:6][CH2:5][CH2:4][CH2:3][CH2:2]1. Given the reactants [CH:1]1([NH:7][C:8]2[C:13](/[CH:14]=[CH:15]/[C:16](OCC)=[O:17])=[C:12]([CH3:21])[N:11]=[C:10]([NH:22][CH2:23][CH3:24])[N:9]=2)[CH2:6][CH2:5][CH2:4][CH2:3][CH2:2]1, predict the reaction product. (7) Given the reactants [CH2:1]([O:3][C:4]([C@@H:6]1[CH2:10][CH:9]([O:11][Si:12]([C:15]([CH3:18])([CH3:17])[CH3:16])([CH3:14])[CH3:13])[CH2:8][C@H:7]1[CH2:19][OH:20])=[O:5])[CH3:2].[N:21]1[C:26]([OH:27])=[CH:25][CH:24]=[C:23](O)[N:22]=1, predict the reaction product. The product is: [CH2:1]([O:3][C:4]([C@@H:6]1[CH2:10][CH:9]([O:11][Si:12]([C:15]([CH3:16])([CH3:18])[CH3:17])([CH3:13])[CH3:14])[CH2:8][C@H:7]1[CH2:19][O:20][C:23]1[N:22]=[N:21][C:26]([OH:27])=[CH:25][CH:24]=1)=[O:5])[CH3:2]. (8) Given the reactants [CH2:1]([C:9]1[CH:10]=[CH:11][C:12]2[N:13]([C:15]([CH2:18][C:19]([OH:21])=O)=[CH:16][N:17]=2)[N:14]=1)[CH2:2][C:3]1[CH:8]=[CH:7][CH:6]=[CH:5][CH:4]=1.[NH2:22][C:23]1[CH:28]=[CH:27][CH:26]=[CH:25][CH:24]=1, predict the reaction product. The product is: [CH2:1]([C:9]1[CH:10]=[CH:11][C:12]2[N:13]([C:15]([CH2:18][C:19]([NH:22][C:23]3[CH:28]=[CH:27][CH:26]=[CH:25][CH:24]=3)=[O:21])=[CH:16][N:17]=2)[N:14]=1)[CH2:2][C:3]1[CH:4]=[CH:5][CH:6]=[CH:7][CH:8]=1. (9) Given the reactants C([O:3][C:4](=[O:30])[C:5]1[C:10]([NH:11][C:12]2[C:17]3[CH:18]([CH3:21])[CH2:19][CH2:20][C:16]=3[N:15]=[C:14]([C:22]3[CH:27]=[C:26]([Cl:28])[CH:25]=[CH:24][C:23]=3[F:29])[N:13]=2)=[CH:9][CH:8]=[N:7][CH:6]=1)C.[OH-].[Na+], predict the reaction product. The product is: [Cl:28][C:26]1[CH:25]=[CH:24][C:23]([F:29])=[C:22]([C:14]2[N:13]=[C:12]([NH:11][C:10]3[C:5]([C:4]([OH:30])=[O:3])=[CH:6][N:7]=[CH:8][CH:9]=3)[C:17]3[CH:18]([CH3:21])[CH2:19][CH2:20][C:16]=3[N:15]=2)[CH:27]=1.